This data is from Full USPTO retrosynthesis dataset with 1.9M reactions from patents (1976-2016). The task is: Predict the reactants needed to synthesize the given product. (1) Given the product [F:24][C:15]1[CH:14]=[C:13]([C:11]2[O:10][N:9]=[C:8]([C:5]3[CH:4]=[CH:3][C:2]([F:1])=[CH:7][N:6]=3)[N:12]=2)[CH:18]=[C:17]([C:19]2[N:23]([CH3:27])[N:22]=[N:21][N:20]=2)[CH:16]=1, predict the reactants needed to synthesize it. The reactants are: [F:1][C:2]1[CH:3]=[CH:4][C:5]([C:8]2[N:12]=[C:11]([C:13]3[CH:18]=[C:17]([C:19]4[NH:23][N:22]=[N:21][N:20]=4)[CH:16]=[C:15]([F:24])[CH:14]=3)[O:10][N:9]=2)=[N:6][CH:7]=1.[N+](=[CH2:27])=[N-]. (2) Given the product [S:22]1[C:18]2[CH:17]=[CH:16][C:15]([N:10]3[CH2:11][CH2:12][N:8]([C:3]4[CH:4]=[N:5][CH:6]=[CH:7][C:2]=4[CH3:1])[C:9]3=[O:13])=[CH:23][C:19]=2[N:20]=[CH:21]1, predict the reactants needed to synthesize it. The reactants are: [CH3:1][C:2]1[CH:7]=[CH:6][N:5]=[CH:4][C:3]=1[N:8]1[CH2:12][CH2:11][NH:10][C:9]1=[O:13].I[C:15]1[CH:16]=[CH:17][C:18]2[S:22][CH:21]=[N:20][C:19]=2[CH:23]=1.N[C@@H]1CCCC[C@H]1N.P([O-])([O-])([O-])=O.[K+].[K+].[K+]. (3) Given the product [NH2:21][C:3]1[C:2]([F:1])=[C:11]([F:12])[C:10]2[O:13][CH2:14][C@H:15]([CH3:16])[N:8]3[C:9]=2[C:4]=1[C:5](=[O:20])[C:6]([C:17]([NH2:19])=[O:18])=[CH:7]3, predict the reactants needed to synthesize it. The reactants are: [F:1][C:2]1[C:3]([N+:21]([O-])=O)=[C:4]2[C:9]3=[C:10]([O:13][CH2:14][C@H:15]([CH3:16])[N:8]3[CH:7]=[C:6]([C:17]([NH2:19])=[O:18])[C:5]2=[O:20])[C:11]=1[F:12].S(S([O-])=O)([O-])=O.[Na+].[Na+].O. (4) Given the product [C:22]([O:21][C:19]([NH:18][CH2:17][C@H:14]1[CH2:15][CH2:16][C@H:11]([C:9]([NH:8][C@@H:7]([CH2:6][C:5]2[CH:29]=[CH:30][C:2]([C:41]3[CH:40]=[C:35]([C:36]([O:38][CH3:39])=[O:37])[CH:34]=[CH:33][C:32]=3[CH3:31])=[CH:3][CH:4]=2)[C:26]([OH:28])=[O:27])=[O:10])[CH2:12][CH2:13]1)=[O:20])([CH3:25])([CH3:24])[CH3:23], predict the reactants needed to synthesize it. The reactants are: Br[C:2]1[CH:30]=[CH:29][C:5]([CH2:6][C@@H:7]([C:26]([OH:28])=[O:27])[NH:8][C:9]([C@H:11]2[CH2:16][CH2:15][C@H:14]([CH2:17][NH:18][C:19]([O:21][C:22]([CH3:25])([CH3:24])[CH3:23])=[O:20])[CH2:13][CH2:12]2)=[O:10])=[CH:4][CH:3]=1.[CH3:31][C:32]1[CH:41]=[CH:40][C:35]([C:36]([O:38][CH3:39])=[O:37])=[CH:34][C:33]=1B1OC(C)(C)C(C)(C)O1.C(=O)([O-])[O-].[Na+].[Na+]. (5) Given the product [O:31]1[C:27]2[CH:28]=[CH:2][CH:10]=[CH:9][C:8]=2[C:4]([C:5]2[C:47](=[O:36])[NH:46][C:48](=[O:49])[C:6]=2[C:20]2[C:19]3[C:23](=[CH:24][CH:25]=[C:17]([Br:16])[CH:18]=3)[N:22]([CH3:26])[CH:21]=2)=[CH:3]1, predict the reactants needed to synthesize it. The reactants are: Br[C:2]1[CH:3]=[C:4]2[C:8](=[CH:9][CH:10]=1)N[CH:6]=[CH:5]2.[H-].[Na+].CI.Cl.[Br:16][C:17]1[CH:18]=[C:19]2[C:23](=[CH:24][CH:25]=1)[N:22]([CH3:26])[CH:21]=[CH:20]2.[C:27](Cl)(=[O:31])[C:28](Cl)=O.C1C[O:36]CC1.CC[O-].[Na+].CCO.C[N:46]([CH:48]=[O:49])[CH3:47]. (6) Given the product [CH3:23][O:22][C:20](=[O:21])/[CH:19]=[CH:18]/[C:12]1[CH:11]=[C:10]2[C:15]([CH2:16][CH2:17][NH:8][CH2:9]2)=[CH:14][CH:13]=1, predict the reactants needed to synthesize it. The reactants are: C(OC([N:8]1[CH2:17][CH2:16][C:15]2[C:10](=[CH:11][C:12](/[CH:18]=[CH:19]/[C:20]([O:22][CH3:23])=[O:21])=[CH:13][CH:14]=2)[CH2:9]1)=O)(C)(C)C.C(O)(C(F)(F)F)=O.